Dataset: Forward reaction prediction with 1.9M reactions from USPTO patents (1976-2016). Task: Predict the product of the given reaction. (1) Given the reactants [NH2:1][C:2]1[CH:7]=[CH:6][C:5]([Br:8])=[CH:4][C:3]=1[NH:9][C:10](=O)[CH2:11][C:12]1[CH:17]=[CH:16][CH:15]=[CH:14][CH:13]=1, predict the reaction product. The product is: [CH2:11]([C:10]1[NH:1][C:2]2[CH:7]=[CH:6][C:5]([Br:8])=[CH:4][C:3]=2[N:9]=1)[C:12]1[CH:17]=[CH:16][CH:15]=[CH:14][CH:13]=1. (2) Given the reactants Cl.[N:2]1([C:8]2[C:16]3[C:11](=[CH:12][CH:13]=[CH:14][CH:15]=3)[NH:10][N:9]=2)[CH2:7][CH2:6][NH:5][CH2:4][CH2:3]1.Cl[CH2:18][CH2:19][C:20]1[CH:21]=[C:22]2[C:27](=[CH:28][CH:29]=1)[NH:26][C:25](=[O:30])[CH:24]([CH3:31])[CH:23]2[CH3:32], predict the reaction product. The product is: [NH:10]1[C:11]2[C:16](=[CH:15][CH:14]=[CH:13][CH:12]=2)[C:8]([N:2]2[CH2:7][CH2:6][N:5]([CH2:18][CH2:19][C:20]3[CH:21]=[C:22]4[C:27](=[CH:28][CH:29]=3)[NH:26][C:25](=[O:30])[CH:24]([CH3:31])[CH:23]4[CH3:32])[CH2:4][CH2:3]2)=[N:9]1. (3) Given the reactants CO[C:3](=[O:15])[CH:4](Br)[C:5]1[CH:10]=[CH:9][C:8]([N+:11]([O-:13])=[O:12])=[CH:7][CH:6]=1.[CH3:16][NH:17][CH2:18][CH2:19][NH:20][CH3:21], predict the reaction product. The product is: [CH3:16][N:17]1[CH2:18][CH2:19][N:20]([CH3:21])[CH:4]([C:5]2[CH:6]=[CH:7][C:8]([N+:11]([O-:13])=[O:12])=[CH:9][CH:10]=2)[C:3]1=[O:15]. (4) Given the reactants C(OC([N:8]1[CH2:13][CH2:12][CH:11]([O:14][C:15]([C:17]2[CH:34]=[C:33]3[C:20]([S:21](=[O:37])(=[O:36])[NH:22][C:23]4[C:32]3=[CH:31][C:30]([Cl:35])=[C:29]3[C:24]=4[N:25]=[CH:26][CH:27]=[CH:28]3)=[CH:19][CH:18]=2)=[O:16])[CH2:10][CH2:9]1)=O)(C)(C)C, predict the reaction product. The product is: [NH:8]1[CH2:13][CH2:12][CH:11]([O:14][C:15]([C:17]2[CH:34]=[C:33]3[C:20]([S:21](=[O:37])(=[O:36])[NH:22][C:23]4[C:32]3=[CH:31][C:30]([Cl:35])=[C:29]3[C:24]=4[N:25]=[CH:26][CH:27]=[CH:28]3)=[CH:19][CH:18]=2)=[O:16])[CH2:10][CH2:9]1. (5) Given the reactants C[O:2][C:3](=[O:24])[C@@H:4]([N:9]1[CH2:13][C:12]([O:14][C:15]2[CH:20]=[C:19]([F:21])[CH:18]=[CH:17][C:16]=2[F:22])=[CH:11][C:10]1=[O:23])[CH2:5][CH:6]([CH3:8])[CH3:7].O.[OH-].[Li+].Cl, predict the reaction product. The product is: [F:22][C:16]1[CH:17]=[CH:18][C:19]([F:21])=[CH:20][C:15]=1[O:14][C:12]1[CH2:13][N:9]([C@@H:4]([CH2:5][CH:6]([CH3:8])[CH3:7])[C:3]([OH:24])=[O:2])[C:10](=[O:23])[CH:11]=1. (6) The product is: [N+:32]([O-:35])([OH:34])=[O:33].[C:1]([N:4]1[CH2:8][C@H:7]([OH:9])[CH2:6][C@H:5]1[C:10]([NH:12][C@H:13]([C:21]([C:23]1[S:24][C:25]2[CH:31]=[CH:30][CH:29]=[CH:28][C:26]=2[N:27]=1)=[O:22])[CH2:14][CH2:15][CH2:16][NH:17][CH:18]=[N:19][NH2:20])=[O:11])(=[O:3])[CH3:2]. Given the reactants [C:1]([N:4]1[CH2:8][C@H:7]([OH:9])[CH2:6][C@H:5]1[C:10]([NH:12][C@H:13]([C:21]([C:23]1[S:24][C:25]2[CH:31]=[CH:30][CH:29]=[CH:28][C:26]=2[N:27]=1)=[O:22])[CH2:14][CH2:15][CH2:16][NH:17][CH:18]=[N:19][NH2:20])=[O:11])(=[O:3])[CH3:2].[N+:32]([O-:35])([OH:34])=[O:33], predict the reaction product. (7) Given the reactants [Cl:1][C:2]1[CH:7]=[C:6]([C:8]#[C:9][C:10]2[N:11]=[C:12]([CH3:15])[NH:13][CH:14]=2)[CH:5]=[CH:4][N:3]=1.Cl.Cl[CH2:18][C:19]1[CH:24]=[CH:23][N:22]=[C:21]([CH3:25])[CH:20]=1, predict the reaction product. The product is: [CH3:25][C:21]1[CH:20]=[C:19]([CH2:18][N:13]2[CH:14]=[C:10]([C:9]#[C:8][C:6]3[CH:5]=[CH:4][N:3]=[C:2]([Cl:1])[CH:7]=3)[N:11]=[C:12]2[CH3:15])[CH:24]=[CH:23][N:22]=1. (8) Given the reactants O.[OH-].[Li+].C[O:5][C:6]([C:8]1[CH:17]=[C:16]2[C:11]([CH:12]=[CH:13][CH:14]=[N:15]2)=[CH:10][CH:9]=1)=[O:7], predict the reaction product. The product is: [N:15]1[C:16]2[C:11](=[CH:10][CH:9]=[C:8]([C:6]([OH:7])=[O:5])[CH:17]=2)[CH:12]=[CH:13][CH:14]=1. (9) Given the reactants [CH3:1][C:2]1[CH:7]=[CH:6][C:5]([NH:8][C:9](=[O:17])[C:10]2[CH:15]=[CH:14][CH:13]=[CH:12][C:11]=2[NH2:16])=[CH:4][CH:3]=1.[N:18]1[CH:23]=[CH:22][C:21]([N:24]2[CH2:32][CH2:31][CH:27]([C:28]([Cl:30])=[O:29])[CH2:26][CH2:25]2)=[CH:20][CH:19]=1, predict the reaction product. The product is: [ClH:30].[N:18]1[CH:23]=[CH:22][C:21]([N:24]2[CH2:25][CH2:26][CH:27]([C:28]([NH:16][C:11]3[CH:12]=[CH:13][CH:14]=[CH:15][C:10]=3[C:9]([NH:8][C:5]3[CH:4]=[CH:3][C:2]([CH3:1])=[CH:7][CH:6]=3)=[O:17])=[O:29])[CH2:31][CH2:32]2)=[CH:20][CH:19]=1. (10) Given the reactants [C:1]([C:4]1[C:9]([CH3:10])=[CH:8][C:7]([NH:11]C(=O)C)=[CH:6][C:5]=1[Cl:15])(=[O:3])[CH3:2].Cl.[OH-].[Na+], predict the reaction product. The product is: [NH2:11][C:7]1[CH:8]=[C:9]([CH3:10])[C:4]([C:1](=[O:3])[CH3:2])=[C:5]([Cl:15])[CH:6]=1.